Dataset: Experimentally validated miRNA-target interactions with 360,000+ pairs, plus equal number of negative samples. Task: Binary Classification. Given a miRNA mature sequence and a target amino acid sequence, predict their likelihood of interaction. (1) The miRNA is hsa-miR-383-5p with sequence AGAUCAGAAGGUGAUUGUGGCU. The protein sequence of the target gene is MTIEDLPDFPLEGNPLFGRYPFIFSASDTPVIFSISAAPMPSDCEFSFFDPNDASCQEILFDPKTSVSELFAILRQWVPQVQQNIDIIGNEILKRGCNVNDRDGLTDMTLLHYTCKSGAHGIGDVETAVKFATQLIDLGADISLRSRWTNMNALHYAAYFDVPELIRVILKTSKPKDVDATCSDFNFGTALHIAAYNLCAGAVKCLLEQGANPAFRNDKGQIPADVVPDPVDMPLEMADAAATAKEIKQMLLDAVPLSCNISKAMLPNYDHVTGKAMLTSLGLKLGDRVVIAGQKVGTLR.... Result: 0 (no interaction). (2) The miRNA is hsa-miR-1304-3p with sequence UCUCACUGUAGCCUCGAACCCC. The protein sequence of the target gene is MPYVDRQNRICGFLDIEENENSGKFLRRYFILDTREDSFVWYMDNPQNLPSGSSRVGAIKLTYISKVSDATKLRPKAEFCFVMNAGMRKYFLQANDQQDLVEWVNVLNKAIKITVPKQSDSQPASDSLSRQGDCGKKQVSYRTDIVGGVPIITPTQKEEVNECGESLDRNNLKRSQSHLPYFAPKPPSDSAVIKAGYCVKQGAVMKNWKRRYFQLDENTIGYFKSELEKEPLRVIPLKEVHKVQECKQSDIMMRDNLFEIVTTSRTFYVQADSPEEMHSWIKAVSGAIVAQRGPGRSSSS.... Result: 0 (no interaction). (3) The miRNA is hsa-miR-6817-3p with sequence UCUCUCUGACUCCAUGGCA. The protein sequence of the target gene is MKRHEMAAKPPAMCSHFAKDLRPEQYIKNSFQQVILRRYGKCGYQKGCKSVDEHKLHKGGHKGLNRCVTTTQSKIVQCDKYVKVFHKYSNAKRHKIRHTGKNPFKCKECGKSFCMLSQLTQHEIIHTGEKPYKCEECGKAFKKSSNLTNHKIIHTGEKPYKCEECGKAFNQSSTLTRHKIIHTGEKLYKCEECGKAFNRSSNLTKHKIVHTGEKPYKCEECGKAFKQSSNLTNHKKIHTGEKPYKCGECGKAFTLSSHLTTHKRIHTGEKPYKCEECGKAFSVFSTLTKHKIIHTEEKPY.... Result: 1 (interaction). (4) The miRNA is hsa-miR-762 with sequence GGGGCUGGGGCCGGGGCCGAGC. The protein sequence of the target gene is MSASPDDLSTGGRLQNMTVDECFQSRNTVLQGQPFGGVPTVLCLNIALWVLVLVVYSFLRKAAWDYGRLALLIHNDSLTSLIYGEQSEKTSPSETSLEMERRDKGFCSWFFNSITMKDEDLINKCGDDARIYIVFQYHLIIFVLIICIPSLGIILPINYTGSVLDWSSHFARTTIVNVSTESKLLWLHSLLSFFYFITNFMFMAHHCLGFAPRNSQKVTRTLMITYVPKDIEDPELIIKHFHEAYPGSVVTRVHFCYDVRNLIDLDDQRRHAMRGRLFYTAKAKKTGKVMIRIHPCARLC.... Result: 1 (interaction). (5) The miRNA is hsa-miR-7113-5p with sequence UCCAGGGAGACAGUGUGUGAG. The protein sequence of the target gene is MRFLAATILLLALVAASQAEPLHFKDCGSKVGVIKEVNVSPCPTDPCQLHKGQSYSVNITFTSGTQSQNSTALVHGILEGIRVPFPIPEPDGCKSGINCPIQKDKVYSYLNKLPVKNEYPSIKLVVEWKLEDDKKNNLFCWEIPVQITS. Result: 0 (no interaction). (6) The miRNA is hsa-miR-6846-3p with sequence UGACCCCUUCUGUCUCCCUAG. The protein sequence of the target gene is MEEIYAKFVSQKISKTRWRPLPPGSLQTAETFATGSWDNEENYISLWSIGDFGNLDSDGGFEGDHQLLCDIRHHGDVMDLQFFDQERIVAASSTGCVTVFLHHPNNQTLSVNQQWTTAHYHTGPGSPSYSSAPCTGVVCNNPEIVTVGEDGRINLFRADHKEAVRTIDNADSSTLHAVTFLRTPEILTVNSIGQLKIWDFRQQGNEPSQILSLTGDRVPLHCVDRHPNQQHVVATGGQDGMLSIWDVRQGTMPVSLLKAHEAEMWEVHFHPSNPEHLFTCSEDGSLWHWDASTDVPEKSS.... Result: 0 (no interaction). (7) The miRNA is hsa-miR-4791 with sequence UGGAUAUGAUGACUGAAA. The protein sequence of the target gene is MMIKVGAAINGTDSPKAMKREHDNDDGDRTGRHKRPKTDGFTEAIQQGKFEVRLLVSSKSAGAIIGKGGENIKRLRAEFNAHVQVPDSNTPERVCTVTADEKTVLNILKDVLPRLEDNFSERDPCEVRMLVHQSHAGALIGRNGSKIKELREKCSARLKIFTGCAPGSTDRVLITSGEQKNVLGIIEEVMKELKEIPIKGSATPYLPAFNYDPSNISDYGGFPGNMPAGGPPNNRGPAPQRGGQGPPGGPRSYGGAITQGGGQRSFEAGDFQQFRGGPGPVPGYAMSAPGYPPQQGQFGA.... Result: 0 (no interaction).